Regression. Given a peptide amino acid sequence and an MHC pseudo amino acid sequence, predict their binding affinity value. This is MHC class I binding data. From a dataset of Peptide-MHC class I binding affinity with 185,985 pairs from IEDB/IMGT. (1) The peptide sequence is AEIESATLF. The MHC is HLA-A02:12 with pseudo-sequence HLA-A02:12. The binding affinity (normalized) is 0.0847. (2) The peptide sequence is WSTLFYVSS. The MHC is H-2-Kb with pseudo-sequence H-2-Kb. The binding affinity (normalized) is 0.0237.